This data is from Peptide-MHC class II binding affinity with 134,281 pairs from IEDB. The task is: Regression. Given a peptide amino acid sequence and an MHC pseudo amino acid sequence, predict their binding affinity value. This is MHC class II binding data. (1) The peptide sequence is EKKYGAATQFEPLAA. The MHC is DRB1_0701 with pseudo-sequence DRB1_0701. The binding affinity (normalized) is 0.287. (2) The peptide sequence is MIPSWASVKEDLVAY. The MHC is HLA-DQA10201-DQB10301 with pseudo-sequence HLA-DQA10201-DQB10301. The binding affinity (normalized) is 0.410. (3) The peptide sequence is HFSWWTAFVTNVNAS. The MHC is DRB1_0101 with pseudo-sequence DRB1_0101. The binding affinity (normalized) is 0.748. (4) The peptide sequence is AAYLATRGLDVVDAV. The MHC is DRB1_1602 with pseudo-sequence DRB1_1602. The binding affinity (normalized) is 1.00.